From a dataset of Forward reaction prediction with 1.9M reactions from USPTO patents (1976-2016). Predict the product of the given reaction. (1) Given the reactants Br[C:2]1[CH:7]=[CH:6][C:5]([N+:8]([O-:10])=[O:9])=[CH:4][CH:3]=1.[CH3:11][C:12]1[CH:17]=[CH:16][CH:15]=[C:14]([CH3:18])[C:13]=1B(O)O.O.[O-]P([O-])([O-])=O.[K+].[K+].[K+].C1(P(C2CCCCC2)C2C=CC=CC=2C2C(OC)=CC=CC=2OC)CCCCC1, predict the reaction product. The product is: [CH3:11][C:12]1[CH:17]=[CH:16][CH:15]=[C:14]([CH3:18])[C:13]=1[C:2]1[CH:7]=[CH:6][C:5]([N+:8]([O-:10])=[O:9])=[CH:4][CH:3]=1. (2) Given the reactants [CH3:1][NH:2][C@H:3]([C:13]([NH:15][C@H:16]([C:21]([N:23]([C@@H:25]([CH:32]([CH3:34])[CH3:33])/[CH:26]=[C:27](/[C:29]([OH:31])=[O:30])\[CH3:28])[CH3:24])=[O:22])[C:17]([CH3:20])([CH3:19])[CH3:18])=[O:14])[C:4]([CH3:12])([CH3:11])[C:5]1[CH:10]=[CH:9][CH:8]=[CH:7][CH:6]=1.[S:35]1[CH:39]=[CH:38][CH:37]=[C:36]1[CH2:40]O, predict the reaction product. The product is: [CH3:1][NH:2][C@H:3]([C:13]([NH:15][C@H:16]([C:21]([N:23]([C@@H:25]([CH:32]([CH3:34])[CH3:33])/[CH:26]=[C:27](\[CH3:28])/[C:29](=[O:31])[O:30][CH2:40][C:36]1[S:35][CH:39]=[CH:38][CH:37]=1)[CH3:24])=[O:22])[C:17]([CH3:20])([CH3:19])[CH3:18])=[O:14])[C:4]([CH3:11])([CH3:12])[C:5]1[CH:10]=[CH:9][CH:8]=[CH:7][CH:6]=1. (3) Given the reactants [ClH:1].FC1C=C([CH:29]([C:33]([NH:35][C:36]2[CH:41]=[CH:40][C:39]([F:42])=[CH:38][CH:37]=2)=[O:34])[C:30](N)=[O:31])C=CC=1OC1C2=C(C)C(OCCN3CCOCC3)=CN2N=CN=1.[F:43][C:44]1[CH:45]=[C:46]([NH2:71])[CH:47]=[CH:48][C:49]=1[O:50][C:51]1[C:56]2=[C:57]([CH3:70])[C:58]([O:60][CH2:61][CH2:62][N:63]3[CH2:68][CH2:67][N:66]([CH3:69])[CH2:65][CH2:64]3)=[CH:59][N:55]2[N:54]=[CH:53][N:52]=1, predict the reaction product. The product is: [ClH:1].[ClH:1].[F:43][C:44]1[CH:45]=[C:46]([NH:71][C:30](=[O:31])[CH2:29][C:33]([NH:35][C:36]2[CH:41]=[CH:40][C:39]([F:42])=[CH:38][CH:37]=2)=[O:34])[CH:47]=[CH:48][C:49]=1[O:50][C:51]1[C:56]2=[C:57]([CH3:70])[C:58]([O:60][CH2:61][CH2:62][N:63]3[CH2:64][CH2:65][N:66]([CH3:69])[CH2:67][CH2:68]3)=[CH:59][N:55]2[N:54]=[CH:53][N:52]=1. (4) Given the reactants [Cl:1][C:2]1[C:7]([O:8][CH3:9])=[CH:6][C:5]([O:10][CH3:11])=[C:4]([Cl:12])[C:3]=1[C:13]1[C:26](=[O:27])[N:25]([CH2:28][CH2:29][O:30][CH:31]2[CH2:36][CH2:35][CH2:34][N:33]([C:37]([O:39][C:40]([CH3:43])([CH3:42])[CH3:41])=[O:38])[CH2:32]2)[C:16]2[N:17]=[C:18](S(C)(=O)=O)[N:19]=[CH:20][C:15]=2[CH:14]=1.[CH3:44][NH2:45], predict the reaction product. The product is: [Cl:1][C:2]1[C:7]([O:8][CH3:9])=[CH:6][C:5]([O:10][CH3:11])=[C:4]([Cl:12])[C:3]=1[C:13]1[C:26](=[O:27])[N:25]([CH2:28][CH2:29][O:30][CH:31]2[CH2:36][CH2:35][CH2:34][N:33]([C:37]([O:39][C:40]([CH3:43])([CH3:42])[CH3:41])=[O:38])[CH2:32]2)[C:16]2[N:17]=[C:18]([NH:45][CH3:44])[N:19]=[CH:20][C:15]=2[CH:14]=1. (5) Given the reactants Cl[C:2]1[CH:7]=[C:6]([O:8][C:9]2[C:18]3[C:13](=[CH:14][CH:15]=[CH:16][CH:17]=3)[C:12]([NH:19][C:20](=[O:26])[O:21][C:22]([CH3:25])([CH3:24])[CH3:23])=[CH:11][CH:10]=2)[CH:5]=[CH:4][N:3]=1.[NH2:27][C:28]1[CH:33]=[CH:32][C:31]([P:34]([CH3:39])(=[O:38])[O:35][CH2:36][CH3:37])=[C:30]([O:40][CH3:41])[CH:29]=1.C(=O)([O-])[O-].[K+].[K+].CC(C1C=C(C(C)C)C(C2C(P(C3CCCCC3)C3CCCCC3)=C(OC)C=CC=2OC)=C(C(C)C)C=1)C.N#N, predict the reaction product. The product is: [CH2:36]([O:35][P:34]([C:31]1[CH:32]=[CH:33][C:28]([NH:27][C:2]2[CH:7]=[C:6]([O:8][C:9]3[C:18]4[C:13](=[CH:14][CH:15]=[CH:16][CH:17]=4)[C:12]([NH:19][C:20](=[O:26])[O:21][C:22]([CH3:24])([CH3:23])[CH3:25])=[CH:11][CH:10]=3)[CH:5]=[CH:4][N:3]=2)=[CH:29][C:30]=1[O:40][CH3:41])([CH3:39])=[O:38])[CH3:37].